Dataset: CYP3A4 inhibition data for predicting drug metabolism from PubChem BioAssay. Task: Regression/Classification. Given a drug SMILES string, predict its absorption, distribution, metabolism, or excretion properties. Task type varies by dataset: regression for continuous measurements (e.g., permeability, clearance, half-life) or binary classification for categorical outcomes (e.g., BBB penetration, CYP inhibition). Dataset: cyp3a4_veith. (1) The drug is COc1ccc(C2=NOC(C(=O)Nc3ccc(C(C)=O)cc3)C2)cc1OC. The result is 1 (inhibitor). (2) The drug is O=C(NCCN1CCN(Cc2ccccc2)CC1)C1CC(=O)N(C2CCCC2)C1. The result is 0 (non-inhibitor). (3) The compound is O=c1c(-c2ccccc2)nc2cnc(N3CCOCC3)nc2n1C1CC1. The result is 0 (non-inhibitor).